Dataset: Reaction yield outcomes from USPTO patents with 853,638 reactions. Task: Predict the reaction yield, written as a fraction of the theoretical maximum amount of product (1.0 means a 100% yield; for example, 0.34 means a 34% yield). (1) The reactants are [Cl:1][C:2]1[CH:7]=C(/C=C/C(N2CCN(C(=O)C)CC2)=O)C=[CH:4][C:3]=1[S:21][C:22]1[CH:27]=[CH:26][C:25](/[CH:28]=[CH:29]/[C:30]([N:32]2[CH2:37][CH2:36][N:35]([C:38](=[O:40])[CH3:39])[CH2:34][CH2:33]2)=[O:31])=[CH:24][C:23]=1[Cl:41].Cl[Sn]Cl. The catalyst is CCO. The product is [Cl:1][C:2]1[CH:7]=[C:33]([NH2:32])[C:34]([NH2:35])=[CH:4][C:3]=1[S:21][C:22]1[CH:27]=[CH:26][C:25](/[CH:28]=[CH:29]/[C:30]([N:32]2[CH2:33][CH2:34][N:35]([C:38](=[O:40])[CH3:39])[CH2:36][CH2:37]2)=[O:31])=[CH:24][C:23]=1[Cl:41]. The yield is 0.440. (2) The reactants are [NH2:1][C@@H:2]([O:12][C:13]([CH3:16])([CH3:15])[CH3:14])[C:3]([N:5]([CH3:11])[CH2:6][CH2:7][CH:8]([CH3:10])[CH3:9])=[O:4].[C:17](=O)([O-:35])[O:18][CH:19](C1C=CC([N+]([O-])=O)=CC=1)[C:20]1[CH:25]=[CH:24][N:23]=[CH:22][CH:21]=1. The catalyst is CN(C=O)C.CN(C1C=CN=CC=1)C. The product is [N:23]1[CH:24]=[CH:25][C:20]([CH2:19][O:18][C:17](=[O:35])[NH:1][C@@H:2]([O:12][C:13]([CH3:14])([CH3:16])[CH3:15])[C:3]([N:5]([CH3:11])[CH2:6][CH2:7][CH:8]([CH3:10])[CH3:9])=[O:4])=[CH:21][CH:22]=1. The yield is 0.920. (3) The reactants are [CH3:1][N:2]([CH3:37])[C:3](=[O:36])[O:4][C:5]1[CH:10]=[CH:9][C:8]([C:11](Br)([OH:32])[CH2:12][CH2:13][O:14][Si:15]([C:28]([CH3:31])([CH3:30])[CH3:29])([C:22]2[CH:27]=[CH:26][CH:25]=[CH:24][CH:23]=2)[C:16]2[CH:21]=[CH:20][CH:19]=[CH:18][CH:17]=2)=[C:7]([CH:34]=[CH2:35])[CH:6]=1.[CH2:38]([NH2:41])[CH:39]=[CH2:40]. The catalyst is C(#N)C. The product is [CH3:1][N:2]([CH3:37])[C:3](=[O:36])[O:4][C:5]1[CH:10]=[CH:9][C:8]([C:11]([NH:41][CH2:38][CH:39]=[CH2:40])([OH:32])[CH2:12][CH2:13][O:14][Si:15]([C:28]([CH3:31])([CH3:30])[CH3:29])([C:22]2[CH:27]=[CH:26][CH:25]=[CH:24][CH:23]=2)[C:16]2[CH:21]=[CH:20][CH:19]=[CH:18][CH:17]=2)=[C:7]([CH:34]=[CH2:35])[CH:6]=1. The yield is 0.720.